This data is from Reaction yield outcomes from USPTO patents with 853,638 reactions. The task is: Predict the reaction yield, written as a fraction of the theoretical maximum amount of product (1.0 means a 100% yield; for example, 0.34 means a 34% yield). The reactants are [CH2:1]([O:8][N:9]1[C:15](=[O:16])[N:14]2[CH2:17][C@H:10]1[CH2:11][CH2:12][C@H:13]2[C:18]([OH:20])=O)[C:2]1[CH:7]=[CH:6][CH:5]=[CH:4][CH:3]=1.[NH2:21][O:22][CH:23]1[CH2:28][CH2:27][N:26]([C:29]([NH:38][C:39](=[O:45])[O:40][C:41]([CH3:44])([CH3:43])[CH3:42])=[N:30][C:31](=[O:37])[O:32][C:33]([CH3:36])([CH3:35])[CH3:34])[CH2:25][CH2:24]1.ON1C2C=CC=CC=2N=N1.Cl.C(N=C=NCCCN(C)C)C. The catalyst is C(Cl)Cl. The product is [CH2:1]([O:8][N:9]1[C:15](=[O:16])[N:14]2[CH2:17][C@H:10]1[CH2:11][CH2:12][C@H:13]2[C:18]([NH:21][O:22][CH:23]1[CH2:24][CH2:25][N:26]([C:29]([NH:38][C:39](=[O:45])[O:40][C:41]([CH3:44])([CH3:43])[CH3:42])=[N:30][C:31](=[O:37])[O:32][C:33]([CH3:35])([CH3:36])[CH3:34])[CH2:27][CH2:28]1)=[O:20])[C:2]1[CH:3]=[CH:4][CH:5]=[CH:6][CH:7]=1. The yield is 0.740.